Dataset: Full USPTO retrosynthesis dataset with 1.9M reactions from patents (1976-2016). Task: Predict the reactants needed to synthesize the given product. (1) The reactants are: [C:1]([C:3]1[N:8]=[CH:7][C:6]([NH:9][C@H:10]([CH2:14][CH3:15])[C:11]([NH2:13])=[O:12])=[CH:5][C:4]=1[NH:16][C:17]1[S:21][N:20]=[C:19]([CH3:22])[CH:18]=1)#[N:2].[OH-].[Na+].OO.CC(O)=[O:29]. Given the product [NH2:13][C:11](=[O:12])[C@H:10]([NH:9][C:6]1[CH:5]=[C:4]([NH:16][C:17]2[S:21][N:20]=[C:19]([CH3:22])[CH:18]=2)[C:3]([C:1]([NH2:2])=[O:29])=[N:8][CH:7]=1)[CH2:14][CH3:15], predict the reactants needed to synthesize it. (2) Given the product [C:1]([C:3]1[CH:4]=[C:5]([C:13]2[O:15][N:16]=[C:17]([C:18]3[CH:19]=[CH:20][C:21]([CH2:28][CH2:29][C:30]([O:32][CH2:33][CH3:34])=[O:31])=[C:22]4[C:26]=3[N:25]([CH3:27])[CH:24]=[CH:23]4)[N:35]=2)[CH:6]=[CH:7][C:8]=1[O:9][CH:10]([CH3:12])[CH3:11])#[N:2], predict the reactants needed to synthesize it. The reactants are: [C:1]([C:3]1[CH:4]=[C:5]([C:13]([O:15][NH:16]/[C:17](=[N:35]/[H])/[C:18]2[CH:19]=[CH:20][C:21]([CH2:28][CH2:29][C:30]([O:32][CH2:33][CH3:34])=[O:31])=[C:22]3[C:26]=2[N:25]([CH3:27])[CH:24]=[CH:23]3)=O)[CH:6]=[CH:7][C:8]=1[O:9][CH:10]([CH3:12])[CH3:11])#[N:2].CCCC[N+](CCCC)(CCCC)CCCC.[F-].CCOC(C)=O. (3) Given the product [CH:22]1([C:20]([N:17]2[CH2:18][CH2:19][C@@H:15]([CH2:14][C:9]3[N:8]([C:5]4[CH:6]=[CH:7][C:2]([C:50]5[CH:59]=[C:58]6[C:53]([CH:54]=[C:55]([CH3:60])[CH:56]=[N:57]6)=[CH:52][CH:51]=5)=[CH:3][C:4]=4[F:25])[C:12](=[O:13])[NH:11][N:10]=3)[CH2:16]2)=[O:21])[CH2:24][CH2:23]1, predict the reactants needed to synthesize it. The reactants are: Br[C:2]1[CH:7]=[CH:6][C:5]([N:8]2[C:12](=[O:13])[NH:11][N:10]=[C:9]2[CH2:14][C@@H:15]2[CH2:19][CH2:18][N:17]([C:20]([CH:22]3[CH2:24][CH2:23]3)=[O:21])[CH2:16]2)=[C:4]([F:25])[CH:3]=1.C([O-])(=O)C.[K+].B1(B2OC(C)(C)C(C)(C)O2)OC(C)(C)C(C)(C)O1.Br[C:50]1[CH:59]=[C:58]2[C:53]([CH:54]=[C:55]([CH3:60])[CH:56]=[N:57]2)=[CH:52][CH:51]=1.C(=O)([O-])[O-].[K+].[K+]. (4) Given the product [C:43]([O:47][C:48](=[O:65])[NH:49][C:50]1[CH:55]=[CH:54][C:53]([NH:56][C:7]([CH:4]2[CH2:3][CH2:2][O:1][CH2:6][CH2:5]2)=[O:9])=[C:52]([C:57]#[C:58][C:59]2[CH:64]=[CH:63][CH:62]=[CH:61][CH:60]=2)[N:51]=1)([CH3:46])([CH3:44])[CH3:45], predict the reactants needed to synthesize it. The reactants are: [O:1]1[CH2:6][CH2:5][CH:4]([C:7]([OH:9])=O)[CH2:3][CH2:2]1.CN(C(ON1N=NC2C=CC=NC1=2)=[N+](C)C)C.F[P-](F)(F)(F)(F)F.CCN(C(C)C)C(C)C.[C:43]([O:47][C:48](=[O:65])[NH:49][C:50]1[CH:55]=[CH:54][C:53]([NH2:56])=[C:52]([C:57]#[C:58][C:59]2[CH:64]=[CH:63][CH:62]=[CH:61][CH:60]=2)[N:51]=1)([CH3:46])([CH3:45])[CH3:44]. (5) Given the product [CH3:35][S:36]([OH:39])(=[O:38])=[O:37].[O:1]1[C:5]2[CH:6]=[CH:7][CH:8]=[CH:9][C:4]=2[C:3]([N:10]2[CH2:15][CH2:14][N:13]([CH2:16][CH2:17][C:18]3[CH:19]=[C:20]4[C:24](=[CH:25][CH:26]=3)[C:23]([CH3:28])([CH3:27])[CH:22]([NH:29][C:30](=[O:32])[CH3:31])[C:21]4([CH3:34])[CH3:33])[CH2:12][CH2:11]2)=[N:2]1, predict the reactants needed to synthesize it. The reactants are: [O:1]1[C:5]2[CH:6]=[CH:7][CH:8]=[CH:9][C:4]=2[C:3]([N:10]2[CH2:15][CH2:14][N:13]([CH2:16][CH2:17][C:18]3[CH:19]=[C:20]4[C:24](=[CH:25][CH:26]=3)[C:23]([CH3:28])([CH3:27])[CH:22]([NH:29][C:30](=[O:32])[CH3:31])[C:21]4([CH3:34])[CH3:33])[CH2:12][CH2:11]2)=[N:2]1.[CH3:35][S:36]([OH:39])(=[O:38])=[O:37]. (6) Given the product [Cl:8][C:6]1[CH:5]=[C:4]([N:9]2[C:13](=[O:14])/[C:12](=[CH:23]\[C:22]3[CH:25]=[CH:26][C:19]([C:17]#[N:18])=[CH:20][CH:21]=3)/[N:11]([CH3:15])[C:10]2=[O:16])[CH:3]=[C:2]([Cl:1])[CH:7]=1, predict the reactants needed to synthesize it. The reactants are: [Cl:1][C:2]1[CH:3]=[C:4]([N:9]2[C:13](=[O:14])[CH2:12][N:11]([CH3:15])[C:10]2=[O:16])[CH:5]=[C:6]([Cl:8])[CH:7]=1.[C:17]([C:19]1[CH:26]=[CH:25][C:22]([CH:23]=O)=[CH:21][CH:20]=1)#[N:18].N1CCCC1=O.C1COCC1.